Dataset: Full USPTO retrosynthesis dataset with 1.9M reactions from patents (1976-2016). Task: Predict the reactants needed to synthesize the given product. (1) Given the product [CH3:1][N:2]1[C:6]2[CH:7]=[CH:8][CH:9]=[CH:10][C:5]=2[N:4]=[C:3]1[O:11][C:12]1[CH:17]=[CH:16][C:15]([N:18]2[C:31](=[O:32])[NH:25][C:24]3[C:19]2=[N:20][CH:21]=[N:22][CH:23]=3)=[CH:14][CH:13]=1, predict the reactants needed to synthesize it. The reactants are: [CH3:1][N:2]1[C:6]2[CH:7]=[CH:8][CH:9]=[CH:10][C:5]=2[N:4]=[C:3]1[O:11][C:12]1[CH:17]=[CH:16][C:15]([NH:18][C:19]2[C:24]([NH2:25])=[CH:23][N:22]=[CH:21][N:20]=2)=[CH:14][CH:13]=1.C1N=CN([C:31](N2C=NC=C2)=[O:32])C=1. (2) Given the product [C:1]([C:5]1[N:9]([CH2:10][CH:11]2[CH2:12][CH2:13][C:14]([F:18])([F:17])[CH2:15][CH2:16]2)[C:8]2[CH:19]=[CH:20][C:21]([S:23]([N:26]3[CH2:31][CH2:30][O:29][CH:28]([C:32]([NH:38][CH2:36][CH3:37])=[O:34])[CH2:27]3)(=[O:24])=[O:25])=[CH:22][C:7]=2[N:6]=1)([CH3:4])([CH3:3])[CH3:2], predict the reactants needed to synthesize it. The reactants are: [C:1]([C:5]1[N:9]([CH2:10][CH:11]2[CH2:16][CH2:15][C:14]([F:18])([F:17])[CH2:13][CH2:12]2)[C:8]2[CH:19]=[CH:20][C:21]([S:23]([N:26]3[CH2:31][CH2:30][O:29][CH:28]([C:32]([OH:34])=O)[CH2:27]3)(=[O:25])=[O:24])=[CH:22][C:7]=2[N:6]=1)([CH3:4])([CH3:3])[CH3:2].Cl.[CH2:36]([NH2:38])[CH3:37].C(N(CC)C(C)C)(C)C.CN(C(ON1N=NC2C=CC=NC1=2)=[N+](C)C)C.F[P-](F)(F)(F)(F)F.